Dataset: Catalyst prediction with 721,799 reactions and 888 catalyst types from USPTO. Task: Predict which catalyst facilitates the given reaction. Reactant: C(O[C:4]([C:6]1[C:11]([NH:12][C:13](=[O:24])[CH2:14][C:15]2[C:20]([F:21])=[CH:19][C:18]([F:22])=[CH:17][C:16]=2[F:23])=[CH:10][N:9]=[CH:8][N:7]=1)=[O:5])C.C(=O)([O-])[O-].[K+].[K+]. Product: [OH:24][C:13]1[NH:12][C:11]2[CH:10]=[N:9][CH:8]=[N:7][C:6]=2[C:4](=[O:5])[C:14]=1[C:15]1[C:16]([F:23])=[CH:17][C:18]([F:22])=[CH:19][C:20]=1[F:21]. The catalyst class is: 3.